This data is from Forward reaction prediction with 1.9M reactions from USPTO patents (1976-2016). The task is: Predict the product of the given reaction. (1) Given the reactants Cl[C:2]1[N:3]2[C:8]([CH:9]=[CH:10][CH:11]=1)=[C:7]([C:12]1[C:17]([Cl:18])=[CH:16][CH:15]=[CH:14][C:13]=1[Cl:19])[C:6](=[O:20])[CH:5]=[CH:4]2.[NH:21]1[CH2:25][CH2:24][CH2:23][CH2:22]1, predict the reaction product. The product is: [Cl:19][C:13]1[CH:14]=[CH:15][CH:16]=[C:17]([Cl:18])[C:12]=1[C:7]1[C:6](=[O:20])[CH:5]=[CH:4][N:3]2[C:8]=1[CH:9]=[CH:10][CH:11]=[C:2]2[N:21]1[CH2:25][CH2:24][CH2:23][CH2:22]1. (2) The product is: [F:1][CH:2]([F:22])[C@:3]1([C:12]2[CH:17]=[C:16]([N+:18]([O-:20])=[O:19])[CH:15]=[CH:14][C:13]=2[F:21])[NH:8][C:7](=[S:32])[CH2:6][CH2:5][C:4]1([F:11])[F:10]. Given the reactants [F:1][CH:2]([F:22])[C@:3]1([C:12]2[CH:17]=[C:16]([N+:18]([O-:20])=[O:19])[CH:15]=[CH:14][C:13]=2[F:21])[NH:8][C:7](=O)[CH2:6][CH2:5][C:4]1([F:11])[F:10].COC1C=CC(P2(SP(C3C=CC(OC)=CC=3)(=S)S2)=[S:32])=CC=1, predict the reaction product. (3) The product is: [CH3:23][O:22][C:20]([C:19]1[S:6][C:5]([NH:4][C:7]2[CH:14]=[CH:13][C:10]([C:11]#[N:12])=[CH:9][CH:8]=2)=[N:17][C:16]=1[NH2:15])=[O:21]. Given the reactants CO[Na].[N:4]([C:7]1[CH:14]=[CH:13][C:10]([C:11]#[N:12])=[CH:9][CH:8]=1)=[C:5]=[S:6].[NH2:15][C:16]#[N:17].Cl[CH2:19][C:20]([O:22][CH3:23])=[O:21], predict the reaction product. (4) The product is: [F:24][C:18]1[CH:19]=[C:20]([F:23])[CH:21]=[CH:22][C:17]=1[NH:16][C:13]1[CH:14]=[CH:15][C:10]([C:8]([C:6]2[CH:7]=[C:2]([C:36]#[C:35][CH2:34][N:31]3[CH2:32][CH2:33][N:28]([CH3:27])[CH2:29][CH2:30]3)[CH:3]=[CH:4][C:5]=2[O:25][CH3:26])=[O:9])=[CH:11][CH:12]=1. Given the reactants Br[C:2]1[CH:3]=[CH:4][C:5]([O:25][CH3:26])=[C:6]([C:8]([C:10]2[CH:15]=[CH:14][C:13]([NH:16][C:17]3[CH:22]=[CH:21][C:20]([F:23])=[CH:19][C:18]=3[F:24])=[CH:12][CH:11]=2)=[O:9])[CH:7]=1.[CH3:27][N:28]1[CH2:33][CH2:32][N:31]([CH2:34][C:35]#[CH:36])[CH2:30][CH2:29]1.C([O-])([O-])=O.[Cs+].[Cs+].C(N(CC)C(C)C)(C)C, predict the reaction product. (5) Given the reactants [Cl:1][C:2]1[CH:3]=[C:4]([N:8]2[C@@H:12]([CH3:13])[C@H:11]([OH:14])[C:10]([F:16])([F:15])[C:9]2=[O:17])[CH:5]=[CH:6][CH:7]=1.[I:18]N1C(=O)CCC1=O, predict the reaction product. The product is: [Cl:1][C:2]1[CH:3]=[C:4]([N:8]2[C@@H:12]([CH3:13])[C@H:11]([OH:14])[C:10]([F:15])([F:16])[C:9]2=[O:17])[CH:5]=[CH:6][C:7]=1[I:18]. (6) Given the reactants [CH3:1][C:2]1([CH3:26])[CH2:11][CH2:10][C:9]([CH3:13])([CH3:12])[C:8]2[CH:7]=[C:6]([C:14]3[N:15]=[C:16]([N:19]4[CH2:25][CH2:24][CH2:23][NH:22][CH2:21][CH2:20]4)[S:17][CH:18]=3)[CH:5]=[CH:4][C:3]1=2.Cl[CH2:28][CH2:29][CH2:30][OH:31].Cl, predict the reaction product. The product is: [CH3:1][C:2]1([CH3:26])[CH2:11][CH2:10][C:9]([CH3:12])([CH3:13])[C:8]2[CH:7]=[C:6]([C:14]3[N:15]=[C:16]([N:19]4[CH2:25][CH2:24][CH2:23][N:22]([CH2:28][CH2:29][CH2:30][OH:31])[CH2:21][CH2:20]4)[S:17][CH:18]=3)[CH:5]=[CH:4][C:3]1=2. (7) Given the reactants [OH:1][C:2]1[CH:10]=[CH:9][CH:8]=[C:7]([OH:11])[C:3]=1[C:4]([O-])=[O:5].[CH3:12][NH2:13].C1COCC1, predict the reaction product. The product is: [OH:1][C:2]1[CH:10]=[CH:9][CH:8]=[C:7]([OH:11])[C:3]=1[C:4]([NH:13][CH3:12])=[O:5]. (8) The product is: [Cl:25][C:26]1[CH:31]=[CH:30][C:29]([C:32]2[N:33]=[C:34]3[CH:39]=[CH:38][CH:37]=[CH:36][N:35]3[C:40]=2[CH2:41][C:48]2[N:44]([CH3:43])[N:45]=[CH:46][N:47]=2)=[CH:28][CH:27]=1. Given the reactants FC1C=CC2N(C(CC3N(C)C=CN=3)=C(C3C=CC(F)=CC=3)N=2)C=1.[Cl:25][C:26]1[CH:31]=[CH:30][C:29]([C:32]2[N:33]=[C:34]3[CH:39]=[CH:38][CH:37]=[CH:36][N:35]3[C:40]=2[CH:41]=O)=[CH:28][CH:27]=1.[CH3:43][N:44]1[CH:48]=[N:47][CH:46]=[N:45]1, predict the reaction product. (9) Given the reactants [C:1](O)([C:3](F)(F)F)=[O:2].[CH:8]([C:11]1[CH:12]=[CH:13][C:14]([CH3:54])=[C:15]([N:17]2[CH2:53][CH2:52][C:20]3[N:21]=[C:22]([C:32]4[CH:40]=[CH:39][CH:38]=[C:37]5[C:33]=4[C:34]([CH3:51])=[CH:35][N:36]5[S:41]([C:44]4[CH:50]=[CH:49][C:47]([CH3:48])=[CH:46][CH:45]=4)(=[O:43])=[O:42])[N:23]=[C:24]([N:25]4[CH2:30][CH2:29][NH:28][CH2:27][C@H:26]4[CH3:31])[C:19]=3[CH2:18]2)[CH:16]=1)([CH3:10])[CH3:9].C(OC(=O)C)(=O)C.CCN(C(C)C)C(C)C, predict the reaction product. The product is: [CH:8]([C:11]1[CH:12]=[CH:13][C:14]([CH3:54])=[C:15]([N:17]2[CH2:53][CH2:52][C:20]3[N:21]=[C:22]([C:32]4[CH:40]=[CH:39][CH:38]=[C:37]5[C:33]=4[C:34]([CH3:51])=[CH:35][N:36]5[S:41]([C:44]4[CH:45]=[CH:46][C:47]([CH3:48])=[CH:49][CH:50]=4)(=[O:42])=[O:43])[N:23]=[C:24]([N:25]4[CH2:30][CH2:29][N:28]([C:1](=[O:2])[CH3:3])[CH2:27][C@H:26]4[CH3:31])[C:19]=3[CH2:18]2)[CH:16]=1)([CH3:10])[CH3:9]. (10) Given the reactants [CH3:1][C:2]1[CH:7]=[C:6]([CH3:8])[CH:5]=[C:4]([CH3:9])[C:3]=1[CH:10]1[CH2:15][C:14](=O)[CH2:13][C:12](=[O:17])[CH2:11]1.O[CH2:19][C:20]1[CH:21]=[C:22]([CH:25]=[CH:26][CH:27]=1)[CH:23]=[O:24].[CH2:28]([O:30][C:31](=[O:41])[CH2:32][C:33](=O)[CH2:34][O:35][C:36]([CH3:39])([CH3:38])[CH3:37])[CH3:29].C([O-])(=O)C.[NH4+:46], predict the reaction product. The product is: [CH2:28]([O:30][C:31]([C:32]1[CH:19]([C:20]2[CH:27]=[CH:26][CH:25]=[C:22]([CH2:23][OH:24])[CH:21]=2)[C:13]2[C:12](=[O:17])[CH2:11][CH:10]([C:3]3[C:4]([CH3:9])=[CH:5][C:6]([CH3:8])=[CH:7][C:2]=3[CH3:1])[CH2:15][C:14]=2[NH:46][C:33]=1[CH2:34][O:35][C:36]([CH3:39])([CH3:38])[CH3:37])=[O:41])[CH3:29].